Dataset: Forward reaction prediction with 1.9M reactions from USPTO patents (1976-2016). Task: Predict the product of the given reaction. (1) Given the reactants [O:1]=[C:2]1[CH2:10][C:9]2[C:4](=[CH:5][CH:6]=[C:7]([C:11]([OH:13])=O)[CH:8]=2)[NH:3]1.Cl.CN(C)CCCN=C=NCC.C(N(C(C)C)CC)(C)C.[CH3:35][O:36][C:37]1[CH:44]=[CH:43][CH:42]=[CH:41][C:38]=1[CH2:39][NH2:40], predict the reaction product. The product is: [CH3:35][O:36][C:37]1[CH:44]=[CH:43][CH:42]=[CH:41][C:38]=1[CH2:39][NH:40][C:11]([C:7]1[CH:8]=[C:9]2[C:4](=[CH:5][CH:6]=1)[NH:3][C:2](=[O:1])[CH2:10]2)=[O:13]. (2) The product is: [CH3:13][O:14][C:15]1[CH:21]=[CH:20][C:18]([NH:19][C:23]2[CH:31]=[C:30]([F:32])[C:29]([F:33])=[CH:28][C:24]=2[C:25]([OH:27])=[O:26])=[CH:17][CH:16]=1. Given the reactants [Li]CCCC.C(NC(C)C)(C)C.[CH3:13][O:14][C:15]1[CH:21]=[CH:20][C:18]([NH2:19])=[CH:17][CH:16]=1.F[C:23]1[CH:31]=[C:30]([F:32])[C:29]([F:33])=[CH:28][C:24]=1[C:25]([OH:27])=[O:26], predict the reaction product. (3) Given the reactants [Cl:1][C:2]1[CH:3]=[C:4]([CH:31]=[CH:32][C:33]=1[Cl:34])[C:5]([NH:7][C:8]1[CH:30]=[CH:29][C:11]([CH2:12][C:13]2[C:21]3[C:16](=[CH:17][CH:18]=[CH:19][CH:20]=3)[N:15]([CH2:22][C:23]([O:25]CC)=[O:24])[C:14]=2[CH3:28])=[CH:10][CH:9]=1)=[O:6].O.[OH-].[Li+].O1CCCC1.CO, predict the reaction product. The product is: [Cl:1][C:2]1[CH:3]=[C:4]([CH:31]=[CH:32][C:33]=1[Cl:34])[C:5]([NH:7][C:8]1[CH:30]=[CH:29][C:11]([CH2:12][C:13]2[C:21]3[C:16](=[CH:17][CH:18]=[CH:19][CH:20]=3)[N:15]([CH2:22][C:23]([OH:25])=[O:24])[C:14]=2[CH3:28])=[CH:10][CH:9]=1)=[O:6]. (4) The product is: [NH2:37][C:30]1[C:31]([C:33]([F:36])([F:35])[F:34])=[CH:32][C:27]([CH2:26][C@@H:25]([O:24][C:22]([N:19]2[CH2:20][CH2:21][CH:16]([N:15]3[CH2:14][CH2:13][C:12]4[CH:42]=[CH:43][CH:44]=[CH:45][C:11]=4[NH:10][C:9]3=[O:8])[CH2:17][CH2:18]2)=[O:23])[C:39]([N:56]2[CH2:57][CH2:58][N:53]([CH:50]3[CH2:51][CH2:52][N:47]([CH3:46])[CH2:48][CH2:49]3)[CH2:54][C@H:55]2[C:59]([O:61][CH2:62][CH3:63])=[O:60])=[O:41])=[CH:28][C:29]=1[Cl:38]. Given the reactants C(N(CC)CC)C.[O:8]=[C:9]1[N:15]([CH:16]2[CH2:21][CH2:20][N:19]([C:22]([O:24][C@@H:25]([C:39]([OH:41])=O)[CH2:26][C:27]3[CH:32]=[C:31]([C:33]([F:36])([F:35])[F:34])[C:30]([NH2:37])=[C:29]([Cl:38])[CH:28]=3)=[O:23])[CH2:18][CH2:17]2)[CH2:14][CH2:13][C:12]2[CH:42]=[CH:43][CH:44]=[CH:45][C:11]=2[NH:10]1.[CH3:46][N:47]1[CH2:52][CH2:51][CH:50]([N:53]2[CH2:58][CH2:57][NH:56][C@H:55]([C:59]([O:61][CH2:62][CH3:63])=[O:60])[CH2:54]2)[CH2:49][CH2:48]1.CN(C(ON1N=NC2C=CC=CC1=2)=[N+](C)C)C.[B-](F)(F)(F)F, predict the reaction product. (5) Given the reactants [S:1]1[C:5]([C:6](=[O:8])[CH3:7])=[CH:4][CH:3]2[S:9][CH:10]=[CH:11][CH:2]12.[Br-:12].[Br-].[Br-].C1([N+](C)(C)C)C=CC=CC=1.C1([N+](C)(C)C)C=CC=CC=1.C1([N+](C)(C)C)C=CC=CC=1, predict the reaction product. The product is: [Br:12][CH2:7][C:6]([C:5]1[S:1][CH:2]2[CH:11]=[CH:10][S:9][CH:3]2[CH:4]=1)=[O:8]. (6) Given the reactants [C:1]1([CH:7]([O:37]C(=O)C)[C:8](=[O:36])[NH:9][C:10]2[S:11][C:12]3[CH:18]=[CH:17][CH:16]=[C:15]([O:19][C:20]4[CH:25]=[C:24]([C:26]5[CH:31]=[CH:30][C:29]([C:32]([F:35])([F:34])[F:33])=[CH:28][CH:27]=5)[N:23]=[CH:22][N:21]=4)[C:13]=3[N:14]=2)[CH:6]=[CH:5][CH:4]=[CH:3][CH:2]=1.C(=O)([O-])[O-].[K+].[K+], predict the reaction product. The product is: [OH:37][CH:7]([C:1]1[CH:2]=[CH:3][CH:4]=[CH:5][CH:6]=1)[C:8]([NH:9][C:10]1[S:11][C:12]2[CH:18]=[CH:17][CH:16]=[C:15]([O:19][C:20]3[CH:25]=[C:24]([C:26]4[CH:27]=[CH:28][C:29]([C:32]([F:33])([F:34])[F:35])=[CH:30][CH:31]=4)[N:23]=[CH:22][N:21]=3)[C:13]=2[N:14]=1)=[O:36]. (7) The product is: [Cl:1][C:2]1[CH:7]=[C:6]([B:16]2[O:20][C:19]([CH3:22])([CH3:21])[C:18]([CH3:24])([CH3:23])[O:17]2)[CH:5]=[C:4]([Cl:9])[C:3]=1[CH3:10]. Given the reactants [Cl:1][C:2]1[CH:7]=[C:6](I)[CH:5]=[C:4]([Cl:9])[C:3]=1[CH3:10].CC([O-])=O.[K+].[B:16]1([B:16]2[O:20][C:19]([CH3:22])([CH3:21])[C:18]([CH3:24])([CH3:23])[O:17]2)[O:20][C:19]([CH3:22])([CH3:21])[C:18]([CH3:24])([CH3:23])[O:17]1, predict the reaction product. (8) Given the reactants C(OC1([CH2:23][C:24]2[CH:29]=[C:28]([O:30][CH3:31])[C:27]([O:32][CH3:33])=[C:26]([O:34][CH3:35])[CH:25]=2)C2C(=CC=C(C)C=2)N(CC)C1=O)(=O)C1C=CC=CC=1.[C:36]([O:44][CH:45]1[C:53]2[C:48](=[CH:49][CH:50]=[C:51]([Cl:54])[CH:52]=2)[N:47]([CH2:55][CH:56]([CH3:58])[CH3:57])[C:46]1=[O:59])(=[O:43])[C:37]1[CH:42]=[CH:41][CH:40]=[CH:39][CH:38]=1, predict the reaction product. The product is: [C:36]([O:44][C:45]1([CH2:23][C:24]2[CH:25]=[C:26]([O:34][CH3:35])[C:27]([O:32][CH3:33])=[C:28]([O:30][CH3:31])[CH:29]=2)[C:53]2[C:48](=[CH:49][CH:50]=[C:51]([Cl:54])[CH:52]=2)[N:47]([CH2:55][CH:56]([CH3:57])[CH3:58])[C:46]1=[O:59])(=[O:43])[C:37]1[CH:42]=[CH:41][CH:40]=[CH:39][CH:38]=1. (9) Given the reactants C([O:3][C:4](=[O:33])[CH:5]([C:14]1[CH:19]=[CH:18][C:17]([O:20][CH3:21])=[C:16]([N:22]([C:27](=[O:32])[C:28]([CH3:31])([CH3:30])[CH3:29])[CH2:23][CH:24]([CH3:26])[CH3:25])[CH:15]=1)[CH2:6][C:7]1[CH:12]=[CH:11][C:10]([Br:13])=[CH:9][CH:8]=1)C.[OH-].[Na+], predict the reaction product. The product is: [Br:13][C:10]1[CH:9]=[CH:8][C:7]([CH2:6][CH:5]([C:14]2[CH:19]=[CH:18][C:17]([O:20][CH3:21])=[C:16]([N:22]([C:27](=[O:32])[C:28]([CH3:29])([CH3:31])[CH3:30])[CH2:23][CH:24]([CH3:26])[CH3:25])[CH:15]=2)[C:4]([OH:33])=[O:3])=[CH:12][CH:11]=1.